From a dataset of Forward reaction prediction with 1.9M reactions from USPTO patents (1976-2016). Predict the product of the given reaction. (1) Given the reactants [NH2:1][C:2]1[CH:3]=[C:4]([S:8]([NH2:11])(=[O:10])=[O:9])[CH:5]=[CH:6][CH:7]=1.C(=O)([O-])[O-].[K+].[K+].C(OC)(C)(C)C.[F:24][C:25]1[CH:33]=[C:32]([O:34][C:35]([F:38])([F:37])[F:36])[CH:31]=[CH:30][C:26]=1[C:27](Cl)=[O:28], predict the reaction product. The product is: [F:24][C:25]1[CH:33]=[C:32]([O:34][C:35]([F:36])([F:37])[F:38])[CH:31]=[CH:30][C:26]=1[C:27]([NH:1][C:2]1[CH:7]=[CH:6][CH:5]=[C:4]([S:8](=[O:9])(=[O:10])[NH2:11])[CH:3]=1)=[O:28]. (2) Given the reactants B1C2CCCC1CCC2.[CH2:10]([C:14]1[N:19]=[C:18]([CH2:20][NH:21][C:22](=[O:28])[O:23][C:24]([CH3:27])([CH3:26])[CH3:25])[CH:17]=[CH:16][CH:15]=1)[CH2:11][CH:12]=[CH2:13].B1([O-])O[O:30]1.O.O.O.O.[Na+], predict the reaction product. The product is: [OH:30][CH2:13][CH2:12][CH2:11][CH2:10][C:14]1[N:19]=[C:18]([CH2:20][NH:21][C:22](=[O:28])[O:23][C:24]([CH3:27])([CH3:26])[CH3:25])[CH:17]=[CH:16][CH:15]=1. (3) Given the reactants [CH3:1][P:2](=[O:7])([O:5][CH3:6])[O:3][CH3:4].[Li]CCCC.[CH:13]1([CH2:19][C:20](OC)=[O:21])[CH2:18][CH2:17][CH2:16][CH2:15][CH2:14]1, predict the reaction product. The product is: [CH:13]1([CH2:19][C:20](=[O:21])[CH2:1][P:2](=[O:7])([O:5][CH3:6])[O:3][CH3:4])[CH2:18][CH2:17][CH2:16][CH2:15][CH2:14]1. (4) Given the reactants CC1(C)C(C)(C)OB([C:9]2[CH:17]=[C:16]([C:18]([F:21])([F:20])[F:19])[CH:15]=[C:14]3[C:10]=2[CH:11]=[N:12][NH:13]3)O1.Br[C:24]1[CH:25]=[N:26][N:27]([CH3:31])[C:28]=1[CH2:29][OH:30].[C:32]([O-:35])(O)=[O:33].[Na+], predict the reaction product. The product is: [C:32]([OH:35])([C:18]([F:21])([F:20])[F:19])=[O:33].[CH3:31][N:27]1[C:28]([CH2:29][OH:30])=[C:24]([C:9]2[CH:17]=[C:16]([C:18]([F:19])([F:20])[F:21])[CH:15]=[C:14]3[C:10]=2[CH:11]=[N:12][NH:13]3)[CH:25]=[N:26]1. (5) Given the reactants [Br:1][C:2]1[CH:7]=[CH:6][C:5]([NH2:8])=[C:4]([N+:9]([O-:11])=[O:10])[CH:3]=1.C1C(=O)N([Cl:19])C(=O)C1.CCOC(C)=O, predict the reaction product. The product is: [Br:1][C:2]1[CH:3]=[C:4]([N+:9]([O-:11])=[O:10])[C:5]([NH2:8])=[C:6]([Cl:19])[CH:7]=1. (6) Given the reactants C(OC(=O)COC1C=CC(Cl)=CC=1C#CC1C=CC=C(S(CCC)(=O)=O)C=1)(C)(C)C.[C:31]([O:35][C:36](=[O:48])[CH2:37][O:38][C:39]1[CH:44]=[CH:43][C:42]([Cl:45])=[CH:41][C:40]=1[C:46]#[CH:47])([CH3:34])([CH3:33])[CH3:32].I[C:50]1[CH:55]=[C:54]([S:56]([C:59]2[CH:64]=[CH:63][CH:62]=[CH:61][CH:60]=2)(=[O:58])=[O:57])[CH:53]=[CH:52][C:51]=1[CH3:65], predict the reaction product. The product is: [C:31]([O:35][C:36](=[O:48])[CH2:37][O:38][C:39]1[CH:44]=[CH:43][C:42]([Cl:45])=[CH:41][C:40]=1[C:46]#[C:47][C:52]1[CH:53]=[C:54]([S:56]([C:59]2[CH:64]=[CH:63][CH:62]=[CH:61][CH:60]=2)(=[O:58])=[O:57])[CH:55]=[CH:50][C:51]=1[CH3:65])([CH3:34])([CH3:33])[CH3:32]. (7) Given the reactants [CH2:1]([O:3][C:4]1[C:11]([N+:12]([O-:14])=[O:13])=[CH:10][C:7]([CH:8]=O)=[CH:6][C:5]=1[O:15][CH3:16])[CH3:2].[ClH:17].CO.C(O[CH:23](OCC)[CH2:24][NH:25][CH2:26][C:27]1[CH:32]=[CH:31][CH:30]=[C:29]([O:33][CH2:34][CH3:35])[C:28]=1[OH:36])C, predict the reaction product. The product is: [ClH:17].[CH2:34]([O:33][C:29]1[C:28]([OH:36])=[C:27]2[C:32]([C:23]([CH2:8][C:7]3[CH:10]=[C:11]([N+:12]([O-:14])=[O:13])[C:4]([O:3][CH2:1][CH3:2])=[C:5]([O:15][CH3:16])[CH:6]=3)=[CH:24][N:25]=[CH:26]2)=[CH:31][CH:30]=1)[CH3:35]. (8) Given the reactants [Br:1][C:2]1[CH:3]=[N:4][C:5]2[C:10]([CH:11]=1)=[CH:9][C:8]([O:12][CH:13]([CH2:17][CH3:18])[C:14]([OH:16])=O)=[CH:7][CH:6]=2.[C:19]([NH2:23])([CH3:22])([CH3:21])[CH3:20].ON1C2N=CC=CC=2N=N1.Cl.CN(C)CCCN=C=NCC, predict the reaction product. The product is: [Br:1][C:2]1[CH:3]=[N:4][C:5]2[C:10]([CH:11]=1)=[CH:9][C:8]([O:12][CH:13]([CH2:17][CH3:18])[C:14]([NH:23][C:19]([CH3:22])([CH3:21])[CH3:20])=[O:16])=[CH:7][CH:6]=2. (9) Given the reactants [Cl:1][C:2]1[N:10]=[C:9]2[C:5]([N:6]([CH2:11][C:12]3[CH:17]=[CH:16][C:15]([C:18]([F:21])([F:20])[F:19])=[CH:14][CH:13]=3)[CH:7]=[N:8]2)=[C:4](Cl)[N:3]=1.Cl.[CH:24]1([C@H:28]([NH2:30])[CH3:29])[CH2:27][CH2:26][CH2:25]1.C(N(CC)CC)C, predict the reaction product. The product is: [Cl:1][C:2]1[N:10]=[C:9]2[C:5]([N:6]([CH2:11][C:12]3[CH:17]=[CH:16][C:15]([C:18]([F:21])([F:20])[F:19])=[CH:14][CH:13]=3)[CH:7]=[N:8]2)=[C:4]([NH:30][C@@H:28]([CH:24]2[CH2:27][CH2:26][CH2:25]2)[CH3:29])[N:3]=1.